Dataset: Forward reaction prediction with 1.9M reactions from USPTO patents (1976-2016). Task: Predict the product of the given reaction. (1) Given the reactants [C:1]1([CH3:21])[CH:6]=[CH:5][C:4]([N:7]([CH2:9][CH2:10][C:11]2[CH:12]=[CH:13][C:14]([C:17]([F:20])([F:19])[F:18])=[N:15][CH:16]=2)N)=[CH:3][CH:2]=1.Cl.O.[NH:24]1[CH2:29][CH2:28][C:27](=O)[CH2:26][CH2:25]1, predict the reaction product. The product is: [CH3:21][C:1]1[CH:6]=[CH:5][C:4]2[N:7]([CH2:9][CH2:10][C:11]3[CH:16]=[N:15][C:14]([C:17]([F:20])([F:19])[F:18])=[CH:13][CH:12]=3)[C:27]3[CH2:28][CH2:29][NH:24][CH2:25][C:26]=3[C:3]=2[CH:2]=1. (2) Given the reactants [OH:1][C:2]1[CH:9]=[C:8]([O:10][CH2:11][C:12]2[CH:17]=[CH:16][CH:15]=[CH:14][N:13]=2)[CH:7]=[CH:6][C:3]=1[CH:4]=[O:5].C(#N)C.C(=O)([O-])[O-].[Cs+].[Cs+].Cl.Cl[CH2:29][CH2:30][N:31]1[CH2:36][CH2:35][O:34][CH2:33][CH2:32]1, predict the reaction product. The product is: [O:34]1[CH2:35][CH2:36][N:31]([CH2:30][CH2:29][O:1][C:2]2[CH:9]=[C:8]([O:10][CH2:11][C:12]3[CH:17]=[CH:16][CH:15]=[CH:14][N:13]=3)[CH:7]=[CH:6][C:3]=2[CH:4]=[O:5])[CH2:32][CH2:33]1. (3) Given the reactants Cl.[CH2:2]([O:4][C:5]([CH:7]1[C:12](=[O:13])[CH2:11][CH2:10][NH:9][CH2:8]1)=[O:6])[CH3:3].[CH3:14][C:15]([O:18][C:19](O[C:19]([O:18][C:15]([CH3:17])([CH3:16])[CH3:14])=[O:20])=[O:20])([CH3:17])[CH3:16], predict the reaction product. The product is: [CH2:2]([O:4][C:5]([CH:7]1[C:12](=[O:13])[CH2:11][CH2:10][N:9]([C:19]([O:18][C:15]([CH3:17])([CH3:16])[CH3:14])=[O:20])[CH2:8]1)=[O:6])[CH3:3]. (4) Given the reactants [I:1][C:2]1[CH:9]=[CH:8][C:5]([CH2:6]Cl)=[CH:4][CH:3]=1.[C:10]1(=[O:20])[NH:14][C:13](=[O:15])[C:12]2=[CH:16][CH:17]=[CH:18][CH:19]=[C:11]12.[K], predict the reaction product. The product is: [I:1][C:2]1[CH:9]=[CH:8][C:5]([CH2:6][N:14]2[C:13](=[O:15])[C:12]3=[CH:16][CH:17]=[CH:18][CH:19]=[C:11]3[C:10]2=[O:20])=[CH:4][CH:3]=1. (5) The product is: [CH3:10][O:9][C:4]1[CH:3]=[C:2]([N:11]2[CH:15]=[N:14][CH:13]=[N:12]2)[CH:8]=[CH:7][C:5]=1[NH2:6]. Given the reactants Br[C:2]1[CH:8]=[CH:7][C:5]([NH2:6])=[C:4]([O:9][CH3:10])[CH:3]=1.[NH:11]1[CH:15]=[N:14][CH:13]=[N:12]1.C([O-])([O-])=O.[Cs+].[Cs+], predict the reaction product. (6) Given the reactants Cl.[Cl:2][C:3]1[CH:4]=[C:5]2[C:9](=[CH:10][CH:11]=1)[NH:8][CH:7]=[C:6]2[CH2:12][CH2:13][NH2:14].[O:15]=[C:16]1[CH:20]([C:21](O)=[O:22])[CH2:19][CH2:18][N:17]1[C:24]1[CH:29]=[CH:28][C:27]([O:30][C:31]([F:34])([F:33])[F:32])=[CH:26][CH:25]=1.C1CN([P+](ON2N=NC3C=CC=CC2=3)(N2CCCC2)N2CCCC2)CC1.F[P-](F)(F)(F)(F)F.C(N(CC)C(C)C)(C)C, predict the reaction product. The product is: [Cl:2][C:3]1[CH:4]=[C:5]2[C:9](=[CH:10][CH:11]=1)[NH:8][CH:7]=[C:6]2[CH2:12][CH2:13][NH:14][C:21]([CH:20]1[CH2:19][CH2:18][N:17]([C:24]2[CH:25]=[CH:26][C:27]([O:30][C:31]([F:34])([F:32])[F:33])=[CH:28][CH:29]=2)[C:16]1=[O:15])=[O:22]. (7) Given the reactants [Cl:1][C:2]1[CH:3]=[C:4]([C:12]2[O:16][N:15]=[C:14]([C:17]3[CH:18]=[CH:19][C:20]4[CH2:26][N:25](C(OC(C)(C)C)=O)[CH2:24][CH2:23][CH2:22][C:21]=4[CH:34]=3)[N:13]=2)[CH:5]=[CH:6][C:7]=1[O:8][CH:9]([CH3:11])[CH3:10].Cl.O1CCOCC1, predict the reaction product. The product is: [ClH:1].[Cl:1][C:2]1[CH:3]=[C:4]([C:12]2[O:16][N:15]=[C:14]([C:17]3[CH:18]=[CH:19][C:20]4[CH2:26][NH:25][CH2:24][CH2:23][CH2:22][C:21]=4[CH:34]=3)[N:13]=2)[CH:5]=[CH:6][C:7]=1[O:8][CH:9]([CH3:11])[CH3:10]. (8) Given the reactants Br[C:2]1[CH:3]=[C:4]([O:11][CH3:12])[C:5]([N+:8]([O-:10])=[O:9])=[N:6][CH:7]=1.[C:13](=O)([O-])[O-].[Cs+].[Cs+].CCO[C:22]([CH3:24])=O, predict the reaction product. The product is: [CH3:12][O:11][C:4]1[C:5]([N+:8]([O-:10])=[O:9])=[N:6][CH:7]=[C:2]([C:22]([CH3:24])=[CH2:13])[CH:3]=1. (9) Given the reactants C([Zn]CC)C.[C:6]1([C:12]#[CH:13])[CH:11]=[CH:10][CH:9]=[CH:8][CH:7]=1.[CH:14](=[O:21])[C:15]1[CH:20]=[CH:19][CH:18]=[CH:17][CH:16]=1, predict the reaction product. The product is: [C:15]1([C@H:14]([OH:21])[C:13]#[C:12][C:6]2[CH:11]=[CH:10][CH:9]=[CH:8][CH:7]=2)[CH:20]=[CH:19][CH:18]=[CH:17][CH:16]=1.